This data is from Full USPTO retrosynthesis dataset with 1.9M reactions from patents (1976-2016). The task is: Predict the reactants needed to synthesize the given product. (1) Given the product [ClH:18].[OH:8][C:9]1[CH:16]=[C:15]([F:17])[CH:14]=[CH:13][C:10]=1[CH2:11][NH2:12], predict the reactants needed to synthesize it. The reactants are: C([O:8][C:9]1[CH:16]=[C:15]([F:17])[CH:14]=[CH:13][C:10]=1[C:11]#[N:12])C1C=CC=CC=1.[ClH:18]. (2) Given the product [C:1]12([N:11]3[CH:15]=[C:14]([CH2:16][S:17]([C:19]4[CH:24]=[C:23]([Cl:25])[CH:22]=[CH:21][C:20]=4[Cl:26])(=[O:35])=[O:18])[N:13]=[N:12]3)[CH2:10][CH:5]3[CH2:4][CH:3]([CH2:9][CH:7]([CH2:6]3)[CH2:8]1)[CH2:2]2, predict the reactants needed to synthesize it. The reactants are: [C:1]12([N:11]3[CH:15]=[C:14]([CH2:16][S:17]([C:19]4[CH:24]=[C:23]([Cl:25])[CH:22]=[CH:21][C:20]=4[Cl:26])=[O:18])[N:13]=[N:12]3)[CH2:10][CH:5]3[CH2:6][CH:7]([CH2:9][CH:3]([CH2:4]3)[CH2:2]1)[CH2:8]2.C1C=C(Cl)C=C(C(OO)=[O:35])C=1. (3) Given the product [CH3:18][N:1]1[CH2:6][CH2:5][CH:4]([C:7]2[CH:15]=[CH:14][C:10]([C:11]([NH2:13])=[O:12])=[CH:9][CH:8]=2)[CH2:3][CH2:2]1, predict the reactants needed to synthesize it. The reactants are: [NH:1]1[CH2:6][CH2:5][CH:4]([C:7]2[CH:15]=[CH:14][C:10]([C:11]([NH2:13])=[O:12])=[CH:9][CH:8]=2)[CH2:3][CH2:2]1.C=O.[C:18](O)(=O)C.O([BH-](OC(C)=O)OC(C)=O)C(C)=O.[Na+]. (4) The reactants are: Cl[C:2]1[C:7]([C:8]([O:10][CH2:11][CH3:12])=[O:9])=[CH:6][N:5]=[C:4]([S:13][CH3:14])[N:3]=1.[CH2:15]([N:17](CC)CC)[CH3:16].C(N)C. Given the product [CH2:15]([NH:17][C:2]1[C:7]([C:8]([O:10][CH2:11][CH3:12])=[O:9])=[CH:6][N:5]=[C:4]([S:13][CH3:14])[N:3]=1)[CH3:16], predict the reactants needed to synthesize it. (5) Given the product [CH3:18][O:5][C:4](=[O:6])[C:3]1[CH:7]=[CH:8][C:9]([F:11])=[N:10][C:2]=1[F:1], predict the reactants needed to synthesize it. The reactants are: [F:1][C:2]1[N:10]=[C:9]([F:11])[CH:8]=[CH:7][C:3]=1[C:4]([OH:6])=[O:5].S(=O)(=O)(O)O.O.[C:18](=O)([O-])[O-].[K+].[K+].